This data is from NCI-60 drug combinations with 297,098 pairs across 59 cell lines. The task is: Regression. Given two drug SMILES strings and cell line genomic features, predict the synergy score measuring deviation from expected non-interaction effect. (1) Drug 1: CCCS(=O)(=O)NC1=C(C(=C(C=C1)F)C(=O)C2=CNC3=C2C=C(C=N3)C4=CC=C(C=C4)Cl)F. Drug 2: CS(=O)(=O)CCNCC1=CC=C(O1)C2=CC3=C(C=C2)N=CN=C3NC4=CC(=C(C=C4)OCC5=CC(=CC=C5)F)Cl. Cell line: MALME-3M. Synergy scores: CSS=62.6, Synergy_ZIP=10.9, Synergy_Bliss=9.99, Synergy_Loewe=-9.17, Synergy_HSA=8.14. (2) Drug 1: C1CC(=O)NC(=O)C1N2CC3=C(C2=O)C=CC=C3N. Drug 2: C1CC(C1)(C(=O)O)C(=O)O.[NH2-].[NH2-].[Pt+2]. Cell line: DU-145. Synergy scores: CSS=35.4, Synergy_ZIP=-1.09, Synergy_Bliss=0.469, Synergy_Loewe=-15.1, Synergy_HSA=1.93.